From a dataset of Full USPTO retrosynthesis dataset with 1.9M reactions from patents (1976-2016). Predict the reactants needed to synthesize the given product. (1) Given the product [NH2:6][C@@H:7]([C:11]1[CH:16]=[CH:15][CH:14]=[CH:13][CH:12]=1)[C:8]([O:10][CH3:17])=[O:9], predict the reactants needed to synthesize it. The reactants are: S(=O)(=O)(O)O.[NH2:6][C@@H:7]([C:11]1[CH:16]=[CH:15][CH:14]=[CH:13][CH:12]=1)[C:8]([OH:10])=[O:9].[CH3:17]O. (2) Given the product [C:1]([OH:6])(=[O:5])[CH:2]([CH3:4])[OH:3].[CH3:7][O:8][CH2:9][CH2:10][O:11][CH2:12][CH2:13][O:14][CH2:15][CH2:16][OH:17], predict the reactants needed to synthesize it. The reactants are: [C:1]([OH:6])(=[O:5])[C@H:2]([CH3:4])[OH:3].[CH3:7][O:8][CH2:9][CH2:10][O:11][CH2:12][CH2:13][O:14][CH2:15][CH2:16][OH:17].C(O)(=O)CCCCCCCCCCC. (3) Given the product [CH3:27][O:28][C:29](=[O:38])[CH2:30][C:31]1[CH:32]=[CH:33][CH:34]=[CH:35][C:36]=1[O:17][CH:18]1[CH2:23][CH2:22][N:21]([C:24](=[O:26])[CH3:25])[CH2:20][CH2:19]1, predict the reactants needed to synthesize it. The reactants are: CC(OC(/N=N/C(OC(C)(C)C)=O)=O)(C)C.[OH:17][CH:18]1[CH2:23][CH2:22][N:21]([C:24](=[O:26])[CH3:25])[CH2:20][CH2:19]1.[CH3:27][O:28][C:29](=[O:38])[CH2:30][C:31]1[CH:36]=[CH:35][CH:34]=[CH:33][C:32]=1O.C1(P(C2C=CC=CC=2)C2C=CC=CC=2)C=CC=CC=1.